The task is: Regression. Given two drug SMILES strings and cell line genomic features, predict the synergy score measuring deviation from expected non-interaction effect.. This data is from NCI-60 drug combinations with 297,098 pairs across 59 cell lines. (1) Synergy scores: CSS=-0.251, Synergy_ZIP=1.46, Synergy_Bliss=2.10, Synergy_Loewe=2.33, Synergy_HSA=0.703. Cell line: K-562. Drug 2: C1CN(P(=O)(OC1)NCCCl)CCCl. Drug 1: C#CCC(CC1=CN=C2C(=N1)C(=NC(=N2)N)N)C3=CC=C(C=C3)C(=O)NC(CCC(=O)O)C(=O)O. (2) Drug 1: CC12CCC3C(C1CCC2=O)CC(=C)C4=CC(=O)C=CC34C. Drug 2: CS(=O)(=O)CCNCC1=CC=C(O1)C2=CC3=C(C=C2)N=CN=C3NC4=CC(=C(C=C4)OCC5=CC(=CC=C5)F)Cl. Cell line: SNB-75. Synergy scores: CSS=37.0, Synergy_ZIP=-8.03, Synergy_Bliss=2.72, Synergy_Loewe=0.546, Synergy_HSA=4.48. (3) Drug 1: COC1=NC(=NC2=C1N=CN2C3C(C(C(O3)CO)O)O)N. Drug 2: CCCCC(=O)OCC(=O)C1(CC(C2=C(C1)C(=C3C(=C2O)C(=O)C4=C(C3=O)C=CC=C4OC)O)OC5CC(C(C(O5)C)O)NC(=O)C(F)(F)F)O. Cell line: NCI-H226. Synergy scores: CSS=30.0, Synergy_ZIP=2.80, Synergy_Bliss=4.81, Synergy_Loewe=-3.46, Synergy_HSA=-3.69. (4) Drug 1: COC1=CC(=CC(=C1O)OC)C2C3C(COC3=O)C(C4=CC5=C(C=C24)OCO5)OC6C(C(C7C(O6)COC(O7)C8=CC=CS8)O)O. Drug 2: CN(C(=O)NC(C=O)C(C(C(CO)O)O)O)N=O. Cell line: SK-MEL-5. Synergy scores: CSS=19.1, Synergy_ZIP=-11.4, Synergy_Bliss=-5.74, Synergy_Loewe=-3.58, Synergy_HSA=-3.00. (5) Drug 1: CS(=O)(=O)C1=CC(=C(C=C1)C(=O)NC2=CC(=C(C=C2)Cl)C3=CC=CC=N3)Cl. Drug 2: C1C(C(OC1N2C=NC3=C(N=C(N=C32)Cl)N)CO)O. Cell line: CAKI-1. Synergy scores: CSS=8.23, Synergy_ZIP=-3.27, Synergy_Bliss=-1.96, Synergy_Loewe=-17.2, Synergy_HSA=-2.31. (6) Drug 1: CN1C(=O)N2C=NC(=C2N=N1)C(=O)N. Drug 2: C1=NNC2=C1C(=O)NC=N2. Cell line: HCT116. Synergy scores: CSS=1.26, Synergy_ZIP=-0.895, Synergy_Bliss=-3.29, Synergy_Loewe=-3.93, Synergy_HSA=-3.84. (7) Drug 1: C1CCC(C1)C(CC#N)N2C=C(C=N2)C3=C4C=CNC4=NC=N3. Synergy scores: CSS=-2.29, Synergy_ZIP=-1.76, Synergy_Bliss=3.12, Synergy_Loewe=-16.3, Synergy_HSA=-1.80. Cell line: T-47D. Drug 2: CN(CCCl)CCCl.Cl.